Dataset: Peptide-MHC class I binding affinity with 185,985 pairs from IEDB/IMGT. Task: Regression. Given a peptide amino acid sequence and an MHC pseudo amino acid sequence, predict their binding affinity value. This is MHC class I binding data. (1) The peptide sequence is MQALQLLLEV. The MHC is HLA-A02:02 with pseudo-sequence HLA-A02:02. The binding affinity (normalized) is 0.539. (2) The peptide sequence is IMRNFLRSIA. The MHC is HLA-A02:01 with pseudo-sequence HLA-A02:01. The binding affinity (normalized) is 0.381.